From a dataset of Catalyst prediction with 721,799 reactions and 888 catalyst types from USPTO. Predict which catalyst facilitates the given reaction. (1) Reactant: [OH:1][C:2]1[CH:7]=[CH:6][C:5]([CH2:8][CH2:9][CH2:10][CH2:11][CH2:12][C:13]([O:15][CH3:16])=[O:14])=[CH:4][CH:3]=1.[F:17][C:18]([F:31])([F:30])[S:19](O[S:19]([C:18]([F:31])([F:30])[F:17])(=[O:21])=[O:20])(=[O:21])=[O:20].O.C(OCC)C. Product: [F:17][C:18]([F:31])([F:30])[S:19]([O:1][C:2]1[CH:3]=[CH:4][C:5]([CH2:8][CH2:9][CH2:10][CH2:11][CH2:12][C:13]([O:15][CH3:16])=[O:14])=[CH:6][CH:7]=1)(=[O:21])=[O:20]. The catalyst class is: 17. (2) Reactant: Br[C:2]1[CH:10]=[CH:9][CH:8]=[C:7]2[C:3]=1[C:4]([C:15]([N:17]1[CH2:22][CH2:21][CH:20]([C:23]3[CH:24]=[C:25]([CH:34]=[CH:35][C:36]=3[F:37])[CH2:26][NH:27][C:28](=[O:33])[C:29]([F:32])([F:31])[F:30])[CH2:19][CH2:18]1)=[O:16])=[CH:5][N:6]2[CH2:11][CH2:12][O:13][CH3:14].[CH3:38][C:39]1[CH:40]=[C:41](B(O)O)[CH:42]=[N:43][CH:44]=1.C(=O)([O-])[O-].[Cs+].[Cs+].C(Cl)Cl. Product: [F:30][C:29]([F:32])([F:31])[C:28]([NH:27][CH2:26][C:25]1[CH:34]=[CH:35][C:36]([F:37])=[C:23]([CH:20]2[CH2:19][CH2:18][N:17]([C:15]([C:4]3[C:3]4[C:7](=[CH:8][CH:9]=[CH:10][C:2]=4[C:41]4[CH:42]=[N:43][CH:44]=[C:39]([CH3:38])[CH:40]=4)[N:6]([CH2:11][CH2:12][O:13][CH3:14])[CH:5]=3)=[O:16])[CH2:22][CH2:21]2)[CH:24]=1)=[O:33]. The catalyst class is: 117. (3) Reactant: [OH-:1].[K+].[CH2:3]([OH:7])[CH2:4][CH2:5][OH:6].Br[CH2:9][CH2:10][CH2:11][C:12]1[CH:17]=[CH:16][C:15]([O:18][CH2:19][C:20]2[CH:25]=[CH:24][CH:23]=[CH:22][CH:21]=2)=[CH:14][C:13]=1[O:26][CH2:27][C:28]1[CH:33]=[CH:32][CH:31]=[CH:30][CH:29]=1. Product: [CH2:19]([O:6][C:5]1[CH:4]=[C:3]([O:7][CH2:27][C:28]2[CH:29]=[CH:30][CH:31]=[CH:32][CH:33]=2)[CH:9]=[CH:10][C:11]=1[CH2:12][CH2:17][CH2:16][O:1][CH2:13][CH2:14][CH2:15][O:18][CH2:9][CH2:10][CH2:11][C:12]1[CH:17]=[CH:16][C:15]([O:18][CH2:19][C:20]2[CH:25]=[CH:24][CH:23]=[CH:22][CH:21]=2)=[CH:14][C:13]=1[O:26][CH2:27][C:28]1[CH:33]=[CH:32][CH:31]=[CH:30][CH:29]=1)[C:20]1[CH:25]=[CH:24][CH:23]=[CH:22][CH:21]=1. The catalyst class is: 16. (4) Reactant: Br[C:2]1[CH:9]=[CH:8][C:5]([C:6]#[N:7])=[C:4]([Cl:10])[CH:3]=1.[CH2:11]([C@@H:13]1[NH:17][C:16](=[O:18])[C:15]([F:20])([F:19])[C@@H:14]1[OH:21])[CH3:12].C1(P(C2C=CC=CC=2)C2C3OC4C(=CC=CC=4P(C4C=CC=CC=4)C4C=CC=CC=4)C(C)(C)C=3C=CC=2)C=CC=CC=1.C(=O)([O-])[O-].[Cs+].[Cs+]. Product: [Cl:10][C:4]1[CH:3]=[C:2]([N:17]2[C@@H:13]([CH2:11][CH3:12])[C@@H:14]([OH:21])[C:15]([F:20])([F:19])[C:16]2=[O:18])[CH:9]=[CH:8][C:5]=1[C:6]#[N:7]. The catalyst class is: 110. (5) Reactant: [CH3:1][C:2]1[C:19]([CH2:20][C:21]2[C:30]3[C:25](=[CH:26][CH:27]=[CH:28][CH:29]=3)[CH:24]=[CH:23][CH:22]=2)=[C:5]2[N:6]=[C:7]([N:13]3[CH2:18][CH2:17][O:16][CH2:15][CH2:14]3)[CH:8]=[C:9]([C:10]([NH2:12])=O)[N:4]2[N:3]=1.COC(OC)[N:34]([CH3:36])C.O.[NH2:40]N. Product: [CH3:1][C:2]1[C:19]([CH2:20][C:21]2[C:26]3[C:25](=[CH:30][CH:29]=[CH:28][CH:27]=3)[CH:24]=[CH:23][CH:22]=2)=[C:5]2[N:6]=[C:7]([N:13]3[CH2:18][CH2:17][O:16][CH2:15][CH2:14]3)[CH:8]=[C:9]([C:10]3[N:34]=[CH:36][NH:40][N:12]=3)[N:4]2[N:3]=1. The catalyst class is: 15. (6) Reactant: C([O:5][C:6](=[O:32])[CH2:7][N:8]1[CH:12]=[C:11]([C:13]2[C:25]3[C:24]4[C:19](=[CH:20][CH:21]=[CH:22][CH:23]=4)[C:18]([OH:30])([C:26]([F:29])([F:28])[F:27])[C:17]=3[CH:16]=[C:15]([F:31])[CH:14]=2)[CH:10]=[N:9]1)(C)(C)C.[CH2:33]=[O:34].[F-].C([N+](CCCC)(CCCC)CCCC)CCC.Cl.CN(C)[CH:56]=[O:57]. Product: [F:31][C:15]1[CH:14]=[C:13]([C:11]2[CH:10]=[N:9][N:8]([C:7]([CH2:56][OH:57])([CH2:33][OH:34])[C:6]([OH:5])=[O:32])[CH:12]=2)[C:25]2[C:24]3[C:19](=[CH:20][CH:21]=[CH:22][CH:23]=3)[C:18]([OH:30])([C:26]([F:29])([F:28])[F:27])[C:17]=2[CH:16]=1. The catalyst class is: 7. (7) Reactant: [I-].[Br:2][C:3]1[CH:29]=[C:28]([F:30])[CH:27]=[CH:26][C:4]=1[CH2:5][CH2:6][P+](C1C=CC=CC=1)(C1C=CC=CC=1)C1C=CC=CC=1.[H-].[Na+].[C:33]([O:37][C@@H:38]([C:44]1[C:45]([CH3:87])=[N:46][C:47]2[N:48]([N:82]=[C:83]([CH:85]=O)[CH:84]=2)[C:49]=1[N:50]1[CH2:55][CH2:54][C:53]([O:57][CH2:58][CH2:59][CH2:60][CH2:61][C@H:62]([O:64][Si:65]([C:78]([CH3:81])([CH3:80])[CH3:79])([C:72]2[CH:77]=[CH:76][CH:75]=[CH:74][CH:73]=2)[C:66]2[CH:71]=[CH:70][CH:69]=[CH:68][CH:67]=2)[CH3:63])([CH3:56])[CH2:52][CH2:51]1)[C:39]([O:41][CH2:42][CH3:43])=[O:40])([CH3:36])([CH3:35])[CH3:34]. Product: [Br:2][C:3]1[CH:29]=[C:28]([F:30])[CH:27]=[CH:26][C:4]=1[CH2:5][CH:6]=[CH:85][C:83]1[CH:84]=[C:47]2[N:46]=[C:45]([CH3:87])[C:44]([C@H:38]([O:37][C:33]([CH3:36])([CH3:35])[CH3:34])[C:39]([O:41][CH2:42][CH3:43])=[O:40])=[C:49]([N:50]3[CH2:55][CH2:54][C:53]([O:57][CH2:58][CH2:59][CH2:60][CH2:61][C@H:62]([O:64][Si:65]([C:78]([CH3:79])([CH3:80])[CH3:81])([C:66]4[CH:67]=[CH:68][CH:69]=[CH:70][CH:71]=4)[C:72]4[CH:73]=[CH:74][CH:75]=[CH:76][CH:77]=4)[CH3:63])([CH3:56])[CH2:52][CH2:51]3)[N:48]2[N:82]=1. The catalyst class is: 1.